Dataset: Reaction yield outcomes from USPTO patents with 853,638 reactions. Task: Predict the reaction yield, written as a fraction of the theoretical maximum amount of product (1.0 means a 100% yield; for example, 0.34 means a 34% yield). (1) The reactants are [F:1][C:2]1[C:3]([C:16]2[C:24]3[C:19](=[CH:20][CH:21]=[CH:22][CH:23]=3)[N:18]([S:25]([C:28]3[CH:33]=[CH:32][CH:31]=[CH:30][CH:29]=3)(=[O:27])=[O:26])[CH:17]=2)=[N:4][C:5]([NH:8][C@@H:9]2[CH2:14][CH2:13][CH2:12][C@H:11]([NH2:15])[CH2:10]2)=[N:6][CH:7]=1.Cl.[C:35]([O:39][C:40]([NH:42][C:43]1[CH:51]=[CH:50][C:46]([C:47](O)=[O:48])=[CH:45][CH:44]=1)=[O:41])([CH3:38])([CH3:37])[CH3:36].CCN(C(C)C)C(C)C.CN(C(ON1N=NC2C=CC=CC1=2)=[N+](C)C)C.F[P-](F)(F)(F)(F)F. The catalyst is CN(C=O)C.CCOC(C)=O.C([O-])(O)=O.[Na+]. The product is [F:1][C:2]1[C:3]([C:16]2[C:24]3[C:19](=[CH:20][CH:21]=[CH:22][CH:23]=3)[N:18]([S:25]([C:28]3[CH:33]=[CH:32][CH:31]=[CH:30][CH:29]=3)(=[O:27])=[O:26])[CH:17]=2)=[N:4][C:5]([NH:8][C@@H:9]2[CH2:14][CH2:13][CH2:12][C@H:11]([NH:15][C:47]([C:46]3[CH:45]=[CH:44][C:43]([NH:42][C:40](=[O:41])[O:39][C:35]([CH3:37])([CH3:36])[CH3:38])=[CH:51][CH:50]=3)=[O:48])[CH2:10]2)=[N:6][CH:7]=1. The yield is 1.00. (2) The reactants are B.[Na].[CH2:3]([CH:8]1[CH2:12][CH2:11][CH:10]([CH2:13][CH2:14][CH2:15][CH2:16][CH3:17])[C:9]1=[O:18])[CH2:4][CH2:5][CH2:6][CH3:7].Cl. The catalyst is C(O)C. The product is [CH2:3]([CH:8]1[CH2:12][CH2:11][CH:10]([CH2:13][CH2:14][CH2:15][CH2:16][CH3:17])[CH:9]1[OH:18])[CH2:4][CH2:5][CH2:6][CH3:7]. The yield is 0.600.